From a dataset of Forward reaction prediction with 1.9M reactions from USPTO patents (1976-2016). Predict the product of the given reaction. (1) Given the reactants [C:1]([O:5][C:6](=[O:29])[CH2:7][O:8][CH2:9][C:10]1[CH:15]=[C:14]([Br:16])[C:13](/[CH:17]=[CH:18]/[C:19]2[CH:24]=[CH:23][CH:22]=[C:21]([N+:25]([O-])=O)[CH:20]=2)=[C:12]([Br:28])[CH:11]=1)([CH3:4])([CH3:3])[CH3:2].Cl[Sn]Cl.C(OCC)(=O)C.C(=O)([O-])[O-].[Na+].[Na+], predict the reaction product. The product is: [C:1]([O:5][C:6](=[O:29])[CH2:7][O:8][CH2:9][C:10]1[CH:15]=[C:14]([Br:16])[C:13](/[CH:17]=[CH:18]/[C:19]2[CH:24]=[CH:23][CH:22]=[C:21]([NH2:25])[CH:20]=2)=[C:12]([Br:28])[CH:11]=1)([CH3:4])([CH3:2])[CH3:3]. (2) Given the reactants [NH2:1][C:2]1[CH:7]=[C:6]([O:8][CH3:9])[CH:5]=[CH:4][C:3]=1[CH:10]1[CH2:19][CH2:18][C:17]2[CH:16]=[C:15]([O:20][C:21](=[O:26])[C:22]([CH3:25])([CH3:24])[CH3:23])[CH:14]=[CH:13][C:12]=2[CH2:11]1.Cl.[N:28]1([CH2:34][CH2:35][O:36][C:37]2[CH:42]=[CH:41][C:40]([CH2:43][C:44](O)=[O:45])=[CH:39][CH:38]=2)[CH2:33][CH2:32][CH2:31][CH2:30][CH2:29]1, predict the reaction product. The product is: [CH3:9][O:8][C:6]1[CH:5]=[CH:4][C:3]([CH:10]2[CH2:19][CH2:18][C:17]3[CH:16]=[C:15]([O:20][C:21](=[O:26])[C:22]([CH3:23])([CH3:25])[CH3:24])[CH:14]=[CH:13][C:12]=3[CH2:11]2)=[C:2]([NH:1][C:44](=[O:45])[CH2:43][C:40]2[CH:41]=[CH:42][C:37]([O:36][CH2:35][CH2:34][N:28]3[CH2:29][CH2:30][CH2:31][CH2:32][CH2:33]3)=[CH:38][CH:39]=2)[CH:7]=1.